This data is from Catalyst prediction with 721,799 reactions and 888 catalyst types from USPTO. The task is: Predict which catalyst facilitates the given reaction. (1) Reactant: [CH3:1][CH:2]([CH3:38])[C@@H:3]([N:8]1[CH2:16][C:15]2[C:10](=[CH:11][CH:12]=[C:13]([C:17]3[CH:22]=[CH:21][C:20]([NH:23][C:24]([NH:26][C:27]4[CH:32]=[CH:31][CH:30]=[C:29]([C:33]([F:36])([F:35])[F:34])[CH:28]=4)=[O:25])=[CH:19][CH:18]=3)[CH:14]=2)[C:9]1=[O:37])[C:4]([O:6][CH3:7])=[O:5].Br[C:40]1[CH:41]=C2C(=C[CH:48]=1)C(=O)N(C1(C(OC)=O)CCCC1)C2.CC1(C)C(C)(C)OB(C2C=CC(NC(NC3C=CC=C(C(F)(F)F)C=3)=O)=CC=2)O1. Product: [O:37]=[C:9]1[C:10]2[C:15](=[CH:14][C:13]([C:17]3[CH:18]=[CH:19][C:20]([NH:23][C:24]([NH:26][C:27]4[CH:32]=[CH:31][CH:30]=[C:29]([C:33]([F:36])([F:34])[F:35])[CH:28]=4)=[O:25])=[CH:21][CH:22]=3)=[CH:12][CH:11]=2)[CH2:16][N:8]1[C@@H:3]([C:2]1[CH:38]=[CH:41][CH:40]=[CH:48][CH:1]=1)[C:4]([O:6][CH3:7])=[O:5]. The catalyst class is: 462. (2) Reactant: [CH2:1]([CH:3]([CH2:19][CH3:20])[CH:4]([NH2:18])[C:5]1[N:9]([CH2:10][C:11]2[CH:16]=[CH:15][C:14]([F:17])=[CH:13][CH:12]=2)[N:8]=[CH:7][N:6]=1)[CH3:2].CCN(CC)CC.[Cl:28][C:29]1[S:33][C:32]([S:34](Cl)(=[O:36])=[O:35])=[CH:31][CH:30]=1. Product: [Cl:28][C:29]1[S:33][C:32]([S:34]([NH:18][CH:4]([C:5]2[N:9]([CH2:10][C:11]3[CH:12]=[CH:13][C:14]([F:17])=[CH:15][CH:16]=3)[N:8]=[CH:7][N:6]=2)[CH:3]([CH2:1][CH3:2])[CH2:19][CH3:20])(=[O:36])=[O:35])=[CH:31][CH:30]=1. The catalyst class is: 2. (3) Reactant: [F:1][C:2]1[C:8]([F:9])=[CH:7][CH:6]=[C:5]([N+:10]([O-:12])=[O:11])[C:3]=1[NH2:4].[Cl:13]N1C(=O)CCC1=O. Product: [Cl:13][C:7]1[CH:6]=[C:5]([N+:10]([O-:12])=[O:11])[C:3]([NH2:4])=[C:2]([F:1])[C:8]=1[F:9]. The catalyst class is: 9. (4) Reactant: [C:1]([O:5][C:6](=[O:20])[NH:7][CH2:8][CH2:9][N:10]1[C:18]2[C:17](Cl)=[N:16][CH:15]=[N:14][C:13]=2[CH:12]=[CH:11]1)([CH3:4])([CH3:3])[CH3:2].[CH2:21]([O:25][C:26]1[CH:27]=[C:28]([CH:38]=[CH:39][CH:40]=1)[O:29][C:30]1[CH:36]=[CH:35][C:33]([NH2:34])=[CH:32][C:31]=1[CH3:37])[CH:22]([CH3:24])[CH3:23]. Product: [C:1]([O:5][C:6](=[O:20])[NH:7][CH2:8][CH2:9][N:10]1[C:18]2[C:17]([NH:34][C:33]3[CH:35]=[CH:36][C:30]([O:29][C:28]4[CH:38]=[CH:39][CH:40]=[C:26]([O:25][CH2:21][CH:22]([CH3:23])[CH3:24])[CH:27]=4)=[C:31]([CH3:37])[CH:32]=3)=[N:16][CH:15]=[N:14][C:13]=2[CH:12]=[CH:11]1)([CH3:4])([CH3:3])[CH3:2]. The catalyst class is: 32. (5) Reactant: [CH:1]1([NH:5][C:6](=[O:34])[NH:7][C:8]2[CH:32]=[CH:31][C:11]([C:12]([N:14]3[CH2:19][CH2:18][N:17]([CH2:20][C:21]4[CH:22]=[C:23]([CH:28]=[CH:29][N:30]=4)[C:24]([O:26]C)=[O:25])[CH2:16][CH2:15]3)=[O:13])=[CH:10][C:9]=2[F:33])[CH2:4][CH2:3][CH2:2]1.[OH-].[Na+:36]. Product: [CH:1]1([NH:5][C:6](=[O:34])[NH:7][C:8]2[CH:32]=[CH:31][C:11]([C:12]([N:14]3[CH2:19][CH2:18][N:17]([CH2:20][C:21]4[CH:22]=[C:23]([CH:28]=[CH:29][N:30]=4)[C:24]([O-:26])=[O:25])[CH2:16][CH2:15]3)=[O:13])=[CH:10][C:9]=2[F:33])[CH2:4][CH2:3][CH2:2]1.[Na+:36]. The catalyst class is: 5. (6) Reactant: [CH3:1][C@H:2]1[CH2:7][CH2:6][C@H:5]([C:8]([OH:10])=O)[CH2:4][CH2:3]1.C1N=C[N:13](C(N2C=NC=C2)=O)C=1.[OH-].[NH4+]. Product: [CH3:1][C@H:2]1[CH2:7][CH2:6][C@H:5]([C:8]([NH2:13])=[O:10])[CH2:4][CH2:3]1. The catalyst class is: 25. (7) The catalyst class is: 21. Reactant: Br[CH2:2][C:3]#[C:4][CH3:5].[O:6]=[CH:7][C:8]1[CH:16]=[CH:15][C:13]([OH:14])=[C:10]([O:11]C)[CH:9]=1.[C:17](=O)([O-])[O-].[K+].[K+]. Product: [CH2:2]([O:11][C:10]1[CH:9]=[C:8]([CH:16]=[CH:15][C:13]=1[O:14][CH3:17])[CH:7]=[O:6])[C:3]#[C:4][CH3:5].